The task is: Predict the reactants needed to synthesize the given product.. This data is from Retrosynthesis with 50K atom-mapped reactions and 10 reaction types from USPTO. The reactants are: CC(O)c1cccc(N)c1.CCOC(=O)c1ccccc1N(CC(=O)N(C)c1ccccc1)C(=O)CN=C=O. Given the product CCOC(=O)c1ccccc1N(CC(=O)N(C)c1ccccc1)C(=O)CNC(=O)Nc1cccc(C(C)O)c1, predict the reactants needed to synthesize it.